Dataset: Full USPTO retrosynthesis dataset with 1.9M reactions from patents (1976-2016). Task: Predict the reactants needed to synthesize the given product. (1) Given the product [C:25]([O:24][C:22]([NH:11][C:12]1([C:18]([OH:20])=[O:19])[CH2:14][CH:13]1[CH:15]([F:17])[F:16])=[O:23])([CH3:28])([CH3:26])[CH3:27], predict the reactants needed to synthesize it. The reactants are: C(OC([N:11]([C:22]([O:24][C:25]([CH3:28])([CH3:27])[CH3:26])=[O:23])[C:12]1([C:18]([O:20]C)=[O:19])[CH2:14][CH:13]1[CH:15]([F:17])[F:16])=O)C1C=CC=CC=1.C(OC(NC1(C(OC)=O)CC1C(F)F)=O)(C)(C)C.[OH-].[Na+]. (2) Given the product [NH2:22][CH2:21][C@H:16]1[C@@H:17]([OH:20])[CH2:18][CH2:19][N:14]([CH2:13][CH2:12][N:9]2[C:10]3[C:5](=[CH:4][CH:3]=[C:2]([F:1])[CH:11]=3)[CH:6]=[CH:7][C:8]2=[O:33])[CH2:15]1, predict the reactants needed to synthesize it. The reactants are: [F:1][C:2]1[CH:11]=[C:10]2[C:5]([CH:6]=[CH:7][C:8](=[O:33])[N:9]2[CH2:12][CH2:13][N:14]2[CH2:19][CH2:18][C@H:17]([OH:20])[C@H:16]([CH2:21][NH:22]C(=O)OCC3C=CC=CC=3)[CH2:15]2)=[CH:4][CH:3]=1.